This data is from Reaction yield outcomes from USPTO patents with 853,638 reactions. The task is: Predict the reaction yield, written as a fraction of the theoretical maximum amount of product (1.0 means a 100% yield; for example, 0.34 means a 34% yield). (1) The reactants are [C:1]([C:5]1[CH:9]=[C:8]([NH:10][C:11](=[O:19])OC2C=CC=CC=2)[N:7]([C:20]2[CH:25]=[CH:24][CH:23]=[CH:22][CH:21]=2)[N:6]=1)([CH3:4])([CH3:3])[CH3:2].[NH2:26][C:27]1[CH:28]=[C:29]([OH:34])[CH:30]=[CH:31][C:32]=1[F:33].C1CCN2C(=NCCC2)CC1. The catalyst is C(#N)C. The product is [C:1]([C:5]1[CH:9]=[C:8]([NH:10][C:11]([NH:26][C:27]2[CH:28]=[C:29]([OH:34])[CH:30]=[CH:31][C:32]=2[F:33])=[O:19])[N:7]([C:20]2[CH:25]=[CH:24][CH:23]=[CH:22][CH:21]=2)[N:6]=1)([CH3:3])([CH3:2])[CH3:4]. The yield is 0.590. (2) The reactants are [C:1]([O:5][C:6]([NH:8][C@@:9]1([CH2:24][F:25])[CH:13]([CH3:14])[C:12](=O)[N:11]([C@@H:16]([C:18]2[CH:23]=[CH:22][CH:21]=[CH:20][CH:19]=2)[CH3:17])[CH2:10]1)=[O:7])([CH3:4])([CH3:3])[CH3:2].B. The catalyst is O1CCCC1. The product is [C:1]([O:5][C:6]([NH:8][C@@:9]1([CH2:24][F:25])[CH:13]([CH3:14])[CH2:12][N:11]([C@@H:16]([C:18]2[CH:19]=[CH:20][CH:21]=[CH:22][CH:23]=2)[CH3:17])[CH2:10]1)=[O:7])([CH3:2])([CH3:3])[CH3:4]. The yield is 0.750. (3) The reactants are [C:1]([O:5][C:6]([N:8]1[CH2:11][CH:10]([NH:12][C:13]2[CH:14]=[C:15]3[C:24](=[CH:25][C:26]=2Br)[O:23][CH2:22][C:21]2[N:16]3[CH:17]([CH3:29])[C:18](=[O:28])[NH:19][N:20]=2)[CH2:9]1)=[O:7])([CH3:4])([CH3:3])[CH3:2].[NH2:30][C:31]1[CH:36]=[CH:35][CH:34]=[CH:33][CH:32]=1.CC1(C)C2C(=C(P(C3C=CC=CC=3)C3C=CC=CC=3)C=CC=2)OC2C(P(C3C=CC=CC=3)C3C=CC=CC=3)=CC=CC1=2.C([O-])([O-])=O.[Cs+].[Cs+]. The catalyst is O1CCOCC1.C1C=CC(/C=C/C(/C=C/C2C=CC=CC=2)=O)=CC=1.C1C=CC(/C=C/C(/C=C/C2C=CC=CC=2)=O)=CC=1.C1C=CC(/C=C/C(/C=C/C2C=CC=CC=2)=O)=CC=1.[Pd].[Pd]. The product is [C:1]([O:5][C:6]([N:8]1[CH2:11][CH:10]([NH:12][C:13]2[CH:14]=[C:15]3[C:24](=[CH:25][C:26]=2[NH:30][C:31]2[CH:36]=[CH:35][CH:34]=[CH:33][CH:32]=2)[O:23][CH2:22][C:21]2[N:16]3[CH:17]([CH3:29])[C:18](=[O:28])[NH:19][N:20]=2)[CH2:9]1)=[O:7])([CH3:4])([CH3:3])[CH3:2]. The yield is 0.140. (4) The reactants are [CH3:1][NH:2][C:3]1[CH:8]=[CH:7][N:6]=[C:5]2[CH:9]=[C:10]([C:12]3[N:13]=[CH:14][N:15]([CH3:17])[CH:16]=3)[S:11][C:4]=12.[F:18][C:19]1[CH:20]=[C:21]([N+:26]([O-:28])=[O:27])[CH:22]=[CH:23][C:24]=1F.C(=O)([O-])[O-].[Cs+].[Cs+]. The catalyst is CN(C=O)C.O. The product is [F:18][C:19]1[CH:20]=[C:21]([N+:26]([O-:28])=[O:27])[CH:22]=[CH:23][C:24]=1[N:2]([CH3:1])[C:3]1[CH:8]=[CH:7][N:6]=[C:5]2[CH:9]=[C:10]([C:12]3[N:13]=[CH:14][N:15]([CH3:17])[CH:16]=3)[S:11][C:4]=12. The yield is 0.190. (5) The reactants are [C@@H:1]1([N:9]2[CH:16]=[CH:15][C:13]([NH2:14])=[N:12][C:10]2=[O:11])[O:8][C@H:5]([CH2:6][OH:7])[C@@H:3]([OH:4])[CH2:2]1.[CH3:17][C:18]([Si:21](Cl)([CH3:23])[CH3:22])([CH3:20])[CH3:19]. The catalyst is N1C=CC=CC=1. The product is [Si:21]([O:7][CH2:6][C@H:5]1[O:8][C@@H:1]([N:9]2[CH:16]=[CH:15][C:13]([NH2:14])=[N:12][C:10]2=[O:11])[CH2:2][C@@H:3]1[OH:4])([C:18]([CH3:20])([CH3:19])[CH3:17])([CH3:23])[CH3:22]. The yield is 0.840.